Dataset: Full USPTO retrosynthesis dataset with 1.9M reactions from patents (1976-2016). Task: Predict the reactants needed to synthesize the given product. (1) Given the product [O:1]1[C:8]2[CH:7]=[C:6]([C:9]([O:11][CH:14]([O:13][C:12]([O:17][CH:18]3[CH2:23][CH2:22][CH2:21][CH2:20][CH2:19]3)=[O:24])[CH3:15])=[O:10])[NH:5][C:4]=2[CH:3]=[CH:2]1, predict the reactants needed to synthesize it. The reactants are: [O:1]1[C:8]2[CH:7]=[C:6]([C:9]([OH:11])=[O:10])[NH:5][C:4]=2[CH:3]=[CH:2]1.[C:12](=[O:24])([O:17][CH:18]1[CH2:23][CH2:22][CH2:21][CH2:20][CH2:19]1)[O:13][CH:14](Cl)[CH3:15]. (2) Given the product [N:20]12[CH2:24][CH2:23][CH2:22][C@@H:21]1[C:25](=[O:26])[O:27][CH2:28][CH2:29][CH:30]=[CH:31][CH2:2][CH2:1][O:5][C:6](=[O:7])[C@@H:8]1[N:9]([CH2:10][CH2:11][CH2:12]1)[C:13](=[O:32])[CH2:14][CH2:15][CH2:16][CH2:17][C:18]2=[O:19], predict the reactants needed to synthesize it. The reactants are: [CH2:1]([O:5][C:6]([C@H:8]1[CH2:12][CH2:11][CH2:10][N:9]1[C:13](=[O:32])[CH2:14][CH2:15][CH2:16][CH2:17][C:18]([N:20]1[CH2:24][CH2:23][CH2:22][C@@H:21]1[C:25]([O:27][CH2:28][CH2:29][CH:30]=[CH2:31])=[O:26])=[O:19])=[O:7])[CH2:2]C=C. (3) Given the product [O:41]1[CH2:46][CH2:45][CH:6]([NH:8][C@@H:9]2[CH2:10][C@H:11]3[O:19][CH2:18][CH2:17][C@@:12]3([C:14]([N:35]3[CH2:34][CH2:33][C:32]4[C:37](=[CH:38][C:29]([C:28]([F:27])([F:39])[F:40])=[CH:30][CH:31]=4)[CH2:36]3)=[O:16])[CH2:13]2)[CH2:43][CH2:42]1, predict the reactants needed to synthesize it. The reactants are: C(O[C:6]([NH:8][C@H:9]1[CH2:13][C@@:12]([CH2:17][CH2:18][O:19][Si](C(C)(C)C)(C)C)([C:14]([OH:16])=O)[CH:11]=[CH:10]1)=O)(C)(C)C.[F:27][C:28]([F:40])([F:39])[C:29]1[CH:38]=[C:37]2[C:32]([CH2:33][CH2:34][NH:35][CH2:36]2)=[CH:31][CH:30]=1.[O:41]1[CH2:46][CH2:45]C(=O)[CH2:43][CH2:42]1. (4) Given the product [F:22][C:23]([F:31])([C:24]1[N:26]=[C:5]([C:7]2[CH:8]=[N:9][N:10]([C:12]3[CH:13]=[N:14][CH:15]=[CH:16][CH:17]=3)[CH:11]=2)[CH:4]=[CH:3][N:25]=1)[C:27]([F:30])([F:29])[F:28], predict the reactants needed to synthesize it. The reactants are: CN(C)/[CH:3]=[CH:4]/[C:5]([C:7]1[CH:8]=[N:9][N:10]([C:12]2[CH:13]=[N:14][CH:15]=[CH:16][CH:17]=2)[CH:11]=1)=O.C[O-].[Na+].[F:22][C:23]([F:31])([C:27]([F:30])([F:29])[F:28])[C:24]([NH2:26])=[NH:25].